Dataset: Full USPTO retrosynthesis dataset with 1.9M reactions from patents (1976-2016). Task: Predict the reactants needed to synthesize the given product. (1) Given the product [C:41]([O:40][C:38]([N:10]([CH2:9][C@@H:8]([C:4]1[CH:5]=[CH:6][CH:7]=[C:2]([Cl:1])[CH:3]=1)[OH:37])[C@H:11]([CH3:36])[CH2:12][C:13]1[CH:14]=[CH:15][C:16]([S:19]([C:22]2[CH:32]=[CH:31][C:30]([CH2:33][CH2:34][CH3:35])=[CH:29][C:23]=2[C:24]([OH:26])=[O:25])(=[O:21])=[O:20])=[CH:17][CH:18]=1)=[O:39])([CH3:44])([CH3:43])[CH3:42], predict the reactants needed to synthesize it. The reactants are: [Cl:1][C:2]1[CH:3]=[C:4]([C@@H:8]([OH:37])[CH2:9][NH:10][C@H:11]([CH3:36])[CH2:12][C:13]2[CH:18]=[CH:17][C:16]([S:19]([C:22]3[CH:32]=[CH:31][C:30]([CH2:33][CH2:34][CH3:35])=[CH:29][C:23]=3[C:24]([O:26]CC)=[O:25])(=[O:21])=[O:20])=[CH:15][CH:14]=2)[CH:5]=[CH:6][CH:7]=1.[C:38](O[C:38]([O:40][C:41]([CH3:44])([CH3:43])[CH3:42])=[O:39])([O:40][C:41]([CH3:44])([CH3:43])[CH3:42])=[O:39].[OH-].[Na+].Cl. (2) Given the product [NH2:9][CH2:8][C:10]1[N:15]=[C:14]([CH3:16])[N:13]=[C:12]([O:17][C:18]2[CH:19]=[CH:20][C:21]([CH2:24][S:25]([NH2:28])(=[O:27])=[O:26])=[CH:22][CH:23]=2)[CH:11]=1, predict the reactants needed to synthesize it. The reactants are: C(N(CC)CC)C.[C:8]([C:10]1[N:15]=[C:14]([CH3:16])[N:13]=[C:12]([O:17][C:18]2[CH:23]=[CH:22][C:21]([CH2:24][S:25]([NH2:28])(=[O:27])=[O:26])=[CH:20][CH:19]=2)[CH:11]=1)#[N:9].[H][H]. (3) Given the product [C:13]([C:9]1[CH:8]=[C:7]([O:6][C:5]2[C:4]([F:19])=[CH:3][C:2]([NH:1][C:51]([NH:53][C:54](=[O:63])[CH2:55][C:56]3[CH:61]=[CH:60][C:59]([F:62])=[CH:58][CH:57]=3)=[O:52])=[C:17]([F:18])[CH:16]=2)[CH:12]=[CH:11][N:10]=1)(=[O:14])[NH2:15], predict the reactants needed to synthesize it. The reactants are: [NH2:1][C:2]1[C:17]([F:18])=[CH:16][C:5]([O:6][C:7]2[CH:12]=[CH:11][N:10]=[C:9]([C:13]([NH2:15])=[O:14])[CH:8]=2)=[C:4]([F:19])[CH:3]=1.C(N(C(C)C)CC)(C)C.COC1C=CC(CNC2N=CN=C(OC3C=CC(N[C:51]([NH:53][C:54](=[O:63])[CH2:55][C:56]4[CH:61]=[CH:60][C:59]([F:62])=[CH:58][CH:57]=4)=[O:52])=CC=3F)C=2)=CC=1.FC1C=CC(CC(N=C=O)=O)=CC=1.